From a dataset of Full USPTO retrosynthesis dataset with 1.9M reactions from patents (1976-2016). Predict the reactants needed to synthesize the given product. (1) Given the product [ClH:1].[F:34][C:3]([F:2])([F:33])[C:4]1[CH:5]=[C:6]([CH:26]=[C:27]([C:29]([F:30])([F:31])[F:32])[CH:28]=1)[CH2:7][N:8]([CH3:25])[C:9]([C@@H:11]1[CH2:16][CH2:15][N:14]([CH2:36][CH2:37][CH2:38][OH:39])[CH2:13][C@H:12]1[C:17]1[CH:22]=[CH:21][C:20]([F:23])=[CH:19][C:18]=1[CH3:24])=[O:10], predict the reactants needed to synthesize it. The reactants are: [ClH:1].[F:2][C:3]([F:34])([F:33])[C:4]1[CH:5]=[C:6]([CH:26]=[C:27]([C:29]([F:32])([F:31])[F:30])[CH:28]=1)[CH2:7][N:8]([CH3:25])[C:9]([C@@H:11]1[CH2:16][CH2:15][NH:14][CH2:13][C@H:12]1[C:17]1[CH:22]=[CH:21][C:20]([F:23])=[CH:19][C:18]=1[CH3:24])=[O:10].Br[CH2:36][CH2:37][CH2:38][OH:39].CCN(CC)CC.Cl.C(OCC)(=O)C. (2) Given the product [NH2:27][CH2:26][CH2:25][O:24]/[N:23]=[C:21](/[C:18]1[N:17]=[C:16]2[N:12]([CH2:11][C:7]3[CH:6]=[C:5]4[C:10](=[CH:9][CH:8]=3)[N:1]=[CH:2][CH:3]=[CH:4]4)[N:13]=[N:14][C:15]2=[N:20][CH:19]=1)\[CH3:22], predict the reactants needed to synthesize it. The reactants are: [N:1]1[C:10]2[C:5](=[CH:6][C:7]([CH2:11][N:12]3[C:16]4=[N:17][C:18](/[C:21](=[N:23]/[O:24][CH2:25][CH2:26][N:27]5C(=O)C6C(=CC=CC=6)C5=O)/[CH3:22])=[CH:19][N:20]=[C:15]4[N:14]=[N:13]3)=[CH:8][CH:9]=2)[CH:4]=[CH:3][CH:2]=1.O.NN. (3) Given the product [CH3:35][O:34][N:33]([CH3:32])[C:16]([CH:13]1[CH2:12][CH2:11][N:10]([C:7]2[CH:6]=[CH:5][C:4]([N+:1]([O-:3])=[O:2])=[CH:9][CH:8]=2)[CH2:15][CH2:14]1)=[O:18], predict the reactants needed to synthesize it. The reactants are: [N+:1]([C:4]1[CH:9]=[CH:8][C:7]([N:10]2[CH2:15][CH2:14][CH:13]([C:16]([OH:18])=O)[CH2:12][CH2:11]2)=[CH:6][CH:5]=1)([O-:3])=[O:2].C(N1C=CN=C1)(N1C=CN=C1)=O.Cl.[CH3:32][NH:33][O:34][CH3:35]. (4) Given the product [CH2:16]([O:15][C:13](=[O:14])[C@H:12]1[CH2:23][C@H:24]([F:8])[CH2:26][N:11]1[C:27]([O:29][C:30]([CH3:33])([CH3:32])[CH3:31])=[O:28])[C:17]1[CH:22]=[CH:21][CH:20]=[CH:19][CH:18]=1, predict the reactants needed to synthesize it. The reactants are: O1CCN(S(F)(F)[F:8])CC1.[N:11]1([C:27]([O:29][C:30]([CH3:33])([CH3:32])[CH3:31])=[O:28])[CH2:26][C@H:24](O)[CH2:23][C@H:12]1[C:13]([O:15][CH2:16][C:17]1[CH:22]=[CH:21][CH:20]=[CH:19][CH:18]=1)=[O:14]. (5) Given the product [CH3:8][O:9][CH2:10][CH2:11][N:12]1[CH:6]([C:2]2[S:1][CH:5]=[CH:4][CH:3]=2)[CH:14]([C:13]([NH:37][C:36]2[CH:35]=[CH:34][C:33]([O:32][C:30]3[CH:29]=[N:28][CH:27]=[C:26]([CH3:25])[N:31]=3)=[CH:39][CH:38]=2)=[O:24])[C:15]2[C:16](=[CH:20][CH:21]=[CH:22][CH:23]=2)[C:17]1=[O:19], predict the reactants needed to synthesize it. The reactants are: [S:1]1[CH:5]=[CH:4][CH:3]=[C:2]1[CH:6]=O.[CH3:8][O:9][CH2:10][CH2:11][NH2:12].[C:13]1(=[O:24])[O:19][C:17](=O)[C:16]2=[CH:20][CH:21]=[CH:22][CH:23]=[C:15]2[CH2:14]1.[CH3:25][C:26]1[N:31]=[C:30]([O:32][C:33]2[CH:39]=[CH:38][C:36]([NH2:37])=[CH:35][CH:34]=2)[CH:29]=[N:28][CH:27]=1. (6) The reactants are: [CH:1]([C:4]1[CH:5]=[C:6]([CH:15]=[CH:16][C:17]([O:19][CH3:20])=[O:18])[CH:7]=[C:8]([CH:12]([CH3:14])[CH3:13])[C:9]=1[O:10]C)([CH3:3])[CH3:2].C(C1C=C(C=C(C(C)C)C=1OC)C=O)(C)C.C1C=CC(P(C2C=CC=CC=2)C2C=CC=CC=2)=CC=1.CCCCCC. Given the product [CH3:20][O:19][C:17](/[CH:16]=[CH:15]/[C:6]1[CH:7]=[C:8]([CH:12]([CH3:14])[CH3:13])[C:9]([OH:10])=[C:4]([CH:1]([CH3:3])[CH3:2])[CH:5]=1)=[O:18], predict the reactants needed to synthesize it.